This data is from Full USPTO retrosynthesis dataset with 1.9M reactions from patents (1976-2016). The task is: Predict the reactants needed to synthesize the given product. (1) Given the product [Cl:1][C:2]1[C:3]([F:39])=[C:4]([C:9]2[N:10]=[CH:11][N:12]([C@@H:16]3[C:32]4[CH:33]=[C:28]([CH:29]=[CH:30][N:31]=4)[C:27]4[N:26]([CH:34]([F:36])[F:35])[N:25]=[CH:24][C:23]=4[NH:22][C:21](=[O:37])[C@H:20]([CH3:38])[CH2:19][CH2:18][CH2:17]3)[C:13](=[O:15])[CH:14]=2)[C:5]([C:48]2[S:52][CH:51]=[N:50][CH:49]=2)=[CH:6][CH:7]=1, predict the reactants needed to synthesize it. The reactants are: [Cl:1][C:2]1[C:3]([F:39])=[C:4]([C:9]2[N:10]=[CH:11][N:12]([C@@H:16]3[C:32]4[CH:33]=[C:28]([CH:29]=[CH:30][N:31]=4)[C:27]4[N:26]([CH:34]([F:36])[F:35])[N:25]=[CH:24][C:23]=4[NH:22][C:21](=[O:37])[C@H:20]([CH3:38])[CH2:19][CH2:18][CH2:17]3)[C:13](=[O:15])[CH:14]=2)[C:5](I)=[CH:6][CH:7]=1.CC1(C)C(C)(C)OB([C:48]2[S:52][CH:51]=[N:50][CH:49]=2)O1.[O-]P([O-])([O-])=O.[K+].[K+].[K+]. (2) Given the product [F:28][C:22]1[CH:23]=[C:24]([I:27])[CH:25]=[CH:26][C:21]=1[NH:20][C:15]1[C:14]([NH:29][S:30]([C:33]2([CH2:36][CH:37]([OH:40])[CH2:38][OH:39])[CH2:34][CH2:35]2)(=[O:31])=[O:32])=[C:13]2[NH:9][CH2:10][CH2:11][N:12]2[C:17](=[O:18])[C:16]=1[CH3:19], predict the reactants needed to synthesize it. The reactants are: Cl.C(OC([N:9]1[C:13]2=[C:14]([NH:29][S:30]([C:33]3([CH2:36][CH:37]([OH:40])[CH2:38][OH:39])[CH2:35][CH2:34]3)(=[O:32])=[O:31])[C:15]([NH:20][C:21]3[CH:26]=[CH:25][C:24]([I:27])=[CH:23][C:22]=3[F:28])=[C:16]([CH3:19])[C:17](=[O:18])[N:12]2[CH2:11][CH2:10]1)=O)(C)(C)C.CO. (3) Given the product [Br:1][C:2]1[C:3]([N:20]2[CH2:25][CH2:24][CH2:23][C@@H:22]([NH:26][C:27](=[O:33])[O:28][C:29]([CH3:31])([CH3:30])[CH3:32])[CH2:21]2)=[C:4]2[C:10]([NH:11][C:12](=[O:18])[CH:13]([CH2:16][CH3:17])[CH2:14][CH3:15])=[CH:9][NH:8][C:5]2=[N:6][CH:7]=1, predict the reactants needed to synthesize it. The reactants are: [Br:1][C:2]1[C:3](F)=[C:4]2[C:10]([NH:11][C:12](=[O:18])[CH:13]([CH2:16][CH3:17])[CH2:14][CH3:15])=[CH:9][NH:8][C:5]2=[N:6][CH:7]=1.[NH:20]1[CH2:25][CH2:24][CH2:23][C@@H:22]([NH:26][C:27](=[O:33])[O:28][C:29]([CH3:32])([CH3:31])[CH3:30])[CH2:21]1.C(N(C(C)C)C(C)C)C.